The task is: Predict the reactants needed to synthesize the given product.. This data is from Full USPTO retrosynthesis dataset with 1.9M reactions from patents (1976-2016). (1) Given the product [CH2:5]([O:12][C:13]1[C:18]([O:2][CH3:1])=[C:17]([CH3:20])[N:16]=[C:15]([CH3:21])[C:14]=1[CH2:22][CH2:23][CH2:24][CH2:25][CH2:26][CH2:27][CH3:28])[C:6]1[CH:11]=[CH:10][CH:9]=[CH:8][CH:7]=1, predict the reactants needed to synthesize it. The reactants are: [CH3:1][O-:2].[Na+].[Na].[CH2:5]([O:12][C:13]1[C:18](I)=[C:17]([CH3:20])[N:16]=[C:15]([CH3:21])[C:14]=1[CH2:22][CH2:23][CH2:24][CH2:25][CH2:26][CH2:27][CH3:28])[C:6]1[CH:11]=[CH:10][CH:9]=[CH:8][CH:7]=1.[NH4+].[Cl-]. (2) Given the product [CH3:1][O:2][C:3]1[CH:4]=[C:5]2[C:10](=[CH:11][C:12]=1[O:13][CH3:14])[N:9]=[CH:8][CH:7]=[C:6]2[O:15][C:16]1[C:22]([CH3:23])=[CH:21][C:19]([NH:20][C:32]([NH:38][CH2:36][CH2:26][CH2:25][N:27]([CH2:30][CH3:31])[CH2:28][CH3:29])=[S:33])=[C:18]([CH3:24])[CH:17]=1, predict the reactants needed to synthesize it. The reactants are: [CH3:1][O:2][C:3]1[CH:4]=[C:5]2[C:10](=[CH:11][C:12]=1[O:13][CH3:14])[N:9]=[CH:8][CH:7]=[C:6]2[O:15][C:16]1[C:22]([CH3:23])=[CH:21][C:19]([NH2:20])=[C:18]([CH3:24])[CH:17]=1.[CH2:25]([N:27]([CH2:30][CH3:31])[CH2:28][CH3:29])[CH3:26].[C:32](Cl)(Cl)=[S:33].[CH2:36]([N:38](CC)CC(N)C)C. (3) Given the product [C:3]([OH:39])([C:2]([F:37])([F:36])[F:1])=[O:38].[F:37][C:2]([F:1])([F:36])[C:3]1[CH:35]=[CH:34][C:6]2[NH:7][C:8]([C:10]3[CH:11]=[CH:12][C:13]([N:16]4[CH2:21][CH2:20][CH:19]([O:22][C@@H:23]5[CH2:24][CH2:25][C@H:26]([C:29]([OH:31])=[O:30])[CH2:27][CH2:28]5)[CH2:18][CH2:17]4)=[N:14][CH:15]=3)=[N:9][C:5]=2[CH:4]=1, predict the reactants needed to synthesize it. The reactants are: [F:1][C:2]([F:37])([F:36])[C:3]1[CH:35]=[CH:34][C:6]2[NH:7][C:8]([C:10]3[CH:11]=[CH:12][C:13]([N:16]4[CH2:21][CH2:20][CH:19]([O:22][C@@H:23]5[CH2:28][CH2:27][C@H:26]([C:29]([O:31]CC)=[O:30])[CH2:25][CH2:24]5)[CH2:18][CH2:17]4)=[N:14][CH:15]=3)=[N:9][C:5]=2[CH:4]=1.[OH2:38].[OH-:39].[Li+]. (4) Given the product [F:16][C:11]1[CH:12]=[C:13]2[C:8](=[CH:9][CH:10]=1)[CH:7]=[C:6]([C:4]([OH:5])=[O:3])[CH:15]=[CH:14]2, predict the reactants needed to synthesize it. The reactants are: C([O:3][C:4]([C:6]1[CH:15]=[CH:14][C:13]2[C:8](=[CH:9][CH:10]=[C:11]([F:16])[CH:12]=2)[CH:7]=1)=[O:5])C.[OH-].[Na+].O. (5) Given the product [F:1][C:2]1[CH:3]=[C:4]([C:13]2[N:18]=[C:17]([N:19]3[CH2:23][CH:22]([CH3:24])[CH2:21][C:20]3([CH3:26])[CH3:25])[C:16]([C:27]([NH:29][S:30]([CH:33]3[CH2:37][CH2:36][NH:35][C:34]3=[O:47])(=[O:31])=[O:32])=[O:28])=[CH:15][CH:14]=2)[CH:5]=[C:6]([O:8][CH2:9][CH:10]([CH3:11])[CH3:12])[CH:7]=1, predict the reactants needed to synthesize it. The reactants are: [F:1][C:2]1[CH:3]=[C:4]([C:13]2[N:18]=[C:17]([N:19]3[CH2:23][CH:22]([CH3:24])[CH2:21][C:20]3([CH3:26])[CH3:25])[C:16]([C:27]([NH:29][S:30]([CH:33]3[CH2:37][CH2:36][N:35](CC4C=CC(OC)=CC=4)[C:34]3=[O:47])(=[O:32])=[O:31])=[O:28])=[CH:15][CH:14]=2)[CH:5]=[C:6]([O:8][CH2:9][CH:10]([CH3:12])[CH3:11])[CH:7]=1.FC(F)(F)S(O)(=O)=O. (6) Given the product [CH:24]([C:20]1[CH:19]=[C:18]([CH:23]=[CH:22][CH:21]=1)[CH2:17][N:12]1[C@@H:11]2[C@H:15]([C@H:7]([CH2:6][C:5]3[CH:29]=[CH:30][CH:31]=[C:3]([CH2:2][O:1][CH2:48][C@@H:47]([O:46][CH3:45])[CH3:50])[CH:4]=3)[CH2:8][S:9](=[O:27])(=[O:28])[CH2:10]2)[O:14][C:13]1=[O:16])([CH3:25])[CH3:26], predict the reactants needed to synthesize it. The reactants are: [OH:1][CH2:2][C:3]1[CH:4]=[C:5]([CH:29]=[CH:30][CH:31]=1)[CH2:6][C@H:7]1[C@H:15]2[C@@H:11]([N:12]([CH2:17][C:18]3[CH:23]=[CH:22][CH:21]=[C:20]([CH:24]([CH3:26])[CH3:25])[CH:19]=3)[C:13](=[O:16])[O:14]2)[CH2:10][S:9](=[O:28])(=[O:27])[CH2:8]1.N1C2C=CC=CC=2N=N1.O=S(Cl)Cl.[CH3:45][O:46][C@@H:47]([CH3:50])[CH2:48]O.[H-].[Na+]. (7) Given the product [CH3:1][O:2][C:3](=[O:16])[CH2:4][N:5]1[C:13]2[C:8](=[CH:9][C:10]([F:14])=[CH:11][CH:12]=2)[C:7]([CH2:33][C:28]2[C:27]([S:24]([C:21]3[CH:20]=[CH:19][C:18]([F:17])=[CH:23][CH:22]=3)(=[O:25])=[O:26])=[CH:32][CH:31]=[CH:30][N:29]=2)=[C:6]1[CH3:15], predict the reactants needed to synthesize it. The reactants are: [CH3:1][O:2][C:3](=[O:16])[CH2:4][N:5]1[C:13]2[C:8](=[CH:9][C:10]([F:14])=[CH:11][CH:12]=2)[CH:7]=[C:6]1[CH3:15].[F:17][C:18]1[CH:23]=[CH:22][C:21]([S:24]([C:27]2[C:28]([CH:33]=O)=[N:29][CH:30]=[CH:31][CH:32]=2)(=[O:26])=[O:25])=[CH:20][CH:19]=1. (8) Given the product [Br:1][C:2]1[CH:7]=[CH:6][C:5]([N:8]2[C:12](=[O:13])[N:11]([CH2:19][CH2:20][N:21]3[CH2:25][CH2:24][CH2:23][CH2:22]3)[N:10]=[CH:9]2)=[C:4]([F:14])[CH:3]=1, predict the reactants needed to synthesize it. The reactants are: [Br:1][C:2]1[CH:7]=[CH:6][C:5]([N:8]2[C:12](=[O:13])[NH:11][N:10]=[CH:9]2)=[C:4]([F:14])[CH:3]=1.[H-].[Na+].Cl.Cl[CH2:19][CH2:20][N:21]1[CH2:25][CH2:24][CH2:23][CH2:22]1. (9) Given the product [OH:18][CH:19]1[CH2:22][N:21]([C:23]2[S:24][CH:25]=[C:26]([C:28](=[O:51])[NH:29][C@@H:30]([CH3:50])[CH2:31][OH:32])[N:27]=2)[CH2:20]1, predict the reactants needed to synthesize it. The reactants are: [Si]([O:18][CH:19]1[CH2:22][N:21]([C:23]2[S:24][CH:25]=[C:26]([C:28](=[O:51])[NH:29][C@@H:30]([CH3:50])[CH2:31][O:32][Si](C(C)(C)C)(C3C=CC=CC=3)C3C=CC=CC=3)[N:27]=2)[CH2:20]1)(C(C)(C)C)(C1C=CC=CC=1)C1C=CC=CC=1.[F-].C([N+](CCCC)(CCCC)CCCC)CCC. (10) Given the product [CH3:22][O:23][C:24]1[CH:25]=[C:26]([C:32]([C:34]2[CH:39]=[CH:38][CH:37]=[C:36]([O:40][CH3:41])[CH:35]=2)=[CH:9][C:10]#[N:11])[CH:27]=[C:28]([O:30][CH3:31])[CH:29]=1, predict the reactants needed to synthesize it. The reactants are: C(OP([CH2:9][C:10]#[N:11])(=O)OCC)C.C[Si]([N-][Si](C)(C)C)(C)C.[Li+].[CH3:22][O:23][C:24]1[CH:25]=[C:26]([C:32]([C:34]2[CH:39]=[CH:38][CH:37]=[C:36]([O:40][CH3:41])[CH:35]=2)=O)[CH:27]=[C:28]([O:30][CH3:31])[CH:29]=1.